Dataset: Reaction yield outcomes from USPTO patents with 853,638 reactions. Task: Predict the reaction yield, written as a fraction of the theoretical maximum amount of product (1.0 means a 100% yield; for example, 0.34 means a 34% yield). (1) The reactants are [CH3:1][O:2][CH2:3][C:4]1[N:8]([CH3:9])[N:7]=[C:6]([N+:10]([O-])=O)[CH:5]=1. The catalyst is [Pd].C(O)C. The product is [CH3:1][O:2][CH2:3][C:4]1[N:8]([CH3:9])[N:7]=[C:6]([NH2:10])[CH:5]=1. The yield is 0.990. (2) The reactants are Cl[CH2:2][CH2:3][CH2:4][CH2:5][C:6]1[CH:15]=[CH:14][C:9]2[NH:10][C:11](=[O:13])[O:12][C:8]=2[CH:7]=1.[C:16]1([N:26]2[CH2:31][CH2:30][NH:29][CH2:28][CH2:27]2)[C:25]2[C:20](=[CH:21][CH:22]=[CH:23][CH:24]=2)[CH:19]=[CH:18][CH:17]=1.C(=O)([O-])[O-].[Na+].[Na+]. The catalyst is [I-].[Na+].C(O)(C)C. The product is [C:16]1([N:26]2[CH2:31][CH2:30][N:29]([CH2:2][CH2:3][CH2:4][CH2:5][C:6]3[CH:15]=[CH:14][C:9]4[NH:10][C:11](=[O:13])[O:12][C:8]=4[CH:7]=3)[CH2:28][CH2:27]2)[C:25]2[C:20](=[CH:21][CH:22]=[CH:23][CH:24]=2)[CH:19]=[CH:18][CH:17]=1. The yield is 0.460. (3) The reactants are [F:1][C:2]([F:33])([F:32])[C:3]1[CH:4]=[C:5]([NH:13][C:14](=[O:31])[CH2:15][N:16]2[C:21](=[O:22])[C:20]3[C:23]([CH3:30])=[C:24]([C:26]([O:28]C)=[O:27])[S:25][C:19]=3[N:18]=[CH:17]2)[CH:6]=[C:7]([C:9]([F:12])([F:11])[F:10])[CH:8]=1.O.O.[OH-].[Li+]. The catalyst is C1COCC1.CO. The product is [F:32][C:2]([F:1])([F:33])[C:3]1[CH:4]=[C:5]([NH:13][C:14](=[O:31])[CH2:15][N:16]2[C:21](=[O:22])[C:20]3[C:23]([CH3:30])=[C:24]([C:26]([OH:28])=[O:27])[S:25][C:19]=3[N:18]=[CH:17]2)[CH:6]=[C:7]([C:9]([F:11])([F:12])[F:10])[CH:8]=1. The yield is 0.590. (4) The reactants are [N:1]1([CH2:10][CH2:11][OH:12])[C:5]2[CH:6]=[CH:7][CH:8]=[CH:9][C:4]=2[N:3]=[CH:2]1.[C:13](OC(=O)C)(=[O:15])[CH3:14]. The catalyst is N1C=CC=CC=1. The product is [C:13]([O:12][CH2:11][CH2:10][N:1]1[C:5]2[CH:6]=[CH:7][CH:8]=[CH:9][C:4]=2[N:3]=[CH:2]1)(=[O:15])[CH3:14]. The yield is 0.870.